From a dataset of Peptide-MHC class I binding affinity with 185,985 pairs from IEDB/IMGT. Regression. Given a peptide amino acid sequence and an MHC pseudo amino acid sequence, predict their binding affinity value. This is MHC class I binding data. (1) The peptide sequence is TVIRFWHAM. The MHC is HLA-B48:01 with pseudo-sequence HLA-B48:01. The binding affinity (normalized) is 0.0847. (2) The peptide sequence is IIGHIGHHYI. The MHC is Mamu-B01 with pseudo-sequence Mamu-B01. The binding affinity (normalized) is 0. (3) The peptide sequence is DTWHGFKNM. The MHC is HLA-B51:01 with pseudo-sequence HLA-B51:01. The binding affinity (normalized) is 0.0847. (4) The peptide sequence is PFLLAQFTSA. The MHC is Patr-A0901 with pseudo-sequence Patr-A0901. The binding affinity (normalized) is 0.103. (5) The peptide sequence is FLPSDYFPSI. The MHC is HLA-A02:05 with pseudo-sequence HLA-A02:05. The binding affinity (normalized) is 0.712. (6) The peptide sequence is RRSRLSGDL. The MHC is Mamu-B08 with pseudo-sequence Mamu-B08. The binding affinity (normalized) is 0.538. (7) The peptide sequence is RLRPGGKKKY. The MHC is HLA-A68:02 with pseudo-sequence HLA-A68:02. The binding affinity (normalized) is 0.00310. (8) The peptide sequence is SEYKAAGYL. The MHC is HLA-B15:01 with pseudo-sequence HLA-B15:01. The binding affinity (normalized) is 0.0847. (9) The peptide sequence is EFKSRFFVM. The MHC is HLA-B57:01 with pseudo-sequence HLA-B57:01. The binding affinity (normalized) is 0.0847.